From a dataset of Reaction yield outcomes from USPTO patents with 853,638 reactions. Predict the reaction yield, written as a fraction of the theoretical maximum amount of product (1.0 means a 100% yield; for example, 0.34 means a 34% yield). The product is [CH3:24][C:17]1[CH:16]=[C:15]([CH:2]2[O:14][CH2:13][CH2:12][N:4]([C:5]([O:6][C:7]([CH3:10])([CH3:9])[CH3:8])=[O:11])[CH2:3]2)[CH:20]=[CH:19][C:18]=1[N+:21]([O-:23])=[O:22]. The reactants are O[CH:2]([C:15]1[CH:20]=[CH:19][C:18]([N+:21]([O-:23])=[O:22])=[C:17]([CH3:24])[CH:16]=1)[CH2:3][N:4]([CH2:12][CH2:13][OH:14])[C:5](=[O:11])[O:6][C:7]([CH3:10])([CH3:9])[CH3:8].C(N(CC)CC)C.CS(Cl)(=O)=O. The catalyst is C1COCC1. The yield is 0.360.